This data is from Full USPTO retrosynthesis dataset with 1.9M reactions from patents (1976-2016). The task is: Predict the reactants needed to synthesize the given product. (1) The reactants are: Cl.[NH2:2][CH2:3][CH2:4][NH:5][C:6]1[CH:7]=[C:8]([C:20]2[NH:21][CH:22]=[CH:23][CH:24]=2)[C:9]2[C:10](=[O:19])[NH:11][C:12]3[C:17]=2[C:16]=1[C:15]([F:18])=[CH:14][CH:13]=3.[C:25](OC(=O)C)(=[O:27])[CH3:26].C(N(CC)CC)C. Given the product [F:18][C:15]1[C:16]2[C:17]3[C:12](=[CH:13][CH:14]=1)[NH:11][C:10](=[O:19])[C:9]=3[C:8]([C:20]1[NH:21][CH:22]=[CH:23][CH:24]=1)=[CH:7][C:6]=2[NH:5][CH2:4][CH2:3][NH:2][C:25](=[O:27])[CH3:26], predict the reactants needed to synthesize it. (2) Given the product [O:1]=[C:2]1[C:10]2[C:5](=[CH:6][C:7]([N:11]=[C:12]3[N:16]([CH2:21][CH:22]([CH3:24])[CH3:23])[C@@H:15]([CH:17]([CH2:19][CH3:20])[CH3:18])[CH2:14][S:13]3)=[CH:8][CH:9]=2)[CH2:4][CH2:3]1, predict the reactants needed to synthesize it. The reactants are: [O:1]=[C:2]1[C:10]2[C:5](=[CH:6][C:7]([N:11]=[C:12]3[NH:16][C@@H:15]([CH:17]([CH2:19][CH3:20])[CH3:18])[CH2:14][S:13]3)=[CH:8][CH:9]=2)[CH2:4][CH2:3]1.[CH2:21](Br)[CH:22]([CH3:24])[CH3:23]. (3) Given the product [Br:7][C:8]1[C:16]2[S:15][C:14]([S:17][CH3:20])=[N:13][C:12]=2[CH:11]=[CH:10][CH:9]=1, predict the reactants needed to synthesize it. The reactants are: C(=O)([O-])[O-].[K+].[K+].[Br:7][C:8]1[C:16]2[S:15][C:14](=[S:17])[NH:13][C:12]=2[CH:11]=[CH:10][CH:9]=1.CI.[CH3:20]COC(C)=O. (4) The reactants are: [CH:1]([O:4][C:5]([N:7]1[CH2:12][CH2:11][CH:10]([C@H:13]([CH3:24])[CH2:14][CH2:15][O:16][C:17]2[CH:18]=[N:19][C:20](Cl)=[N:21][CH:22]=2)[CH2:9][CH2:8]1)=[O:6])([CH3:3])[CH3:2].[C:25]([O:29][C:30](=[O:45])[NH:31][C@@H:32]1[C@@H:36]([C:37]2[CH:42]=[C:41]([F:43])[CH:40]=[CH:39][C:38]=2[F:44])[CH2:35][NH:34][CH2:33]1)([CH3:28])([CH3:27])[CH3:26].C1CCN2C(=NCCC2)CC1. Given the product [CH:1]([O:4][C:5]([N:7]1[CH2:12][CH2:11][CH:10]([C@H:13]([CH3:24])[CH2:14][CH2:15][O:16][C:17]2[CH:18]=[N:19][C:20]([N:34]3[CH2:35][C@H:36]([C:37]4[CH:42]=[C:41]([F:43])[CH:40]=[CH:39][C:38]=4[F:44])[C@@H:32]([NH:31][C:30]([O:29][C:25]([CH3:28])([CH3:27])[CH3:26])=[O:45])[CH2:33]3)=[N:21][CH:22]=2)[CH2:9][CH2:8]1)=[O:6])([CH3:3])[CH3:2], predict the reactants needed to synthesize it. (5) The reactants are: [OH:1][CH2:2][C@@H:3]([NH:24][CH2:25][C@H:26]([OH:35])[CH2:27][O:28][C:29]1[CH:34]=[CH:33][CH:32]=[CH:31][CH:30]=1)[CH2:4][C:5]1[CH:10]=[CH:9][C:8]([NH:11][C:12]([NH:14][C:15]2[CH:16]=[C:17]([CH:21]=[CH:22][CH:23]=2)[C:18]([O-:20])=[O:19])=[O:13])=[CH:7][CH:6]=1.[Na+].O1CCCC1.[OH-].[Na+].[C:44](O[C:44]([O:46][C:47]([CH3:50])([CH3:49])[CH3:48])=[O:45])([O:46][C:47]([CH3:50])([CH3:49])[CH3:48])=[O:45]. Given the product [C:47]([O:46][C:44]([N:24]([C@H:3]([CH2:2][OH:1])[CH2:4][C:5]1[CH:10]=[CH:9][C:8]([NH:11][C:12]([NH:14][C:15]2[CH:16]=[C:17]([CH:21]=[CH:22][CH:23]=2)[C:18]([OH:20])=[O:19])=[O:13])=[CH:7][CH:6]=1)[CH2:25][C@H:26]([OH:35])[CH2:27][O:28][C:29]1[CH:30]=[CH:31][CH:32]=[CH:33][CH:34]=1)=[O:45])([CH3:50])([CH3:49])[CH3:48], predict the reactants needed to synthesize it. (6) Given the product [NH2:1][C:2]1[CH:11]=[C:10]([N:12]2[CH2:13][CH2:14][N:15]([C:18]([NH:20][C@H:21]3[CH2:27][CH2:26][CH2:25][CH2:24][N:23]([CH2:28][C:29]([OH:31])=[O:30])[C:22]3=[O:33])=[O:19])[CH2:16][CH2:17]2)[C:9]2[C:4](=[CH:5][C:6]([Cl:34])=[CH:7][CH:8]=2)[N:3]=1, predict the reactants needed to synthesize it. The reactants are: [NH2:1][C:2]1[CH:11]=[C:10]([N:12]2[CH2:17][CH2:16][N:15]([C:18]([NH:20][C@H:21]3[CH2:27][CH2:26][CH2:25][CH2:24][N:23]([CH2:28][C:29]([O:31]C)=[O:30])[C:22]3=[O:33])=[O:19])[CH2:14][CH2:13]2)[C:9]2[C:4](=[CH:5][C:6]([Cl:34])=[CH:7][CH:8]=2)[N:3]=1.[OH-].[Na+].